From a dataset of Full USPTO retrosynthesis dataset with 1.9M reactions from patents (1976-2016). Predict the reactants needed to synthesize the given product. (1) Given the product [C:41]([CH2:40][N:35]1[CH:34]=[C:33]([C:37]#[N:38])[C:32]([C:24]2[CH:25]=[C:26]3[C:21](=[CH:22][N:23]=2)[CH2:20][N:19]([C:9]2[C:10]([F:18])=[C:11]([O:16][CH3:17])[CH:12]=[C:13]([O:14][CH3:15])[C:8]=2[F:7])[C:28](=[O:29])[C:27]23[CH2:31][CH2:30]2)=[N:36]1)#[N:42], predict the reactants needed to synthesize it. The reactants are: C(=O)([O-])[O-].[Cs+].[Cs+].[F:7][C:8]1[C:13]([O:14][CH3:15])=[CH:12][C:11]([O:16][CH3:17])=[C:10]([F:18])[C:9]=1[N:19]1[C:28](=[O:29])[C:27]2([CH2:31][CH2:30]2)[C:26]2[C:21](=[CH:22][N:23]=[C:24]([C:32]3[NH:36][N:35]=[CH:34][C:33]=3[C:37]#[N:38])[CH:25]=2)[CH2:20]1.Br[CH2:40][C:41]#[N:42]. (2) Given the product [CH:76]1[C:75]2[C:74](=[O:78])[C:73]3[C:60]4[C:59]([C:58]=2[C:57]2[C:56](=[CH:55][CH:54]=[CH:53][CH:52]=2)[CH:77]=1)=[C:89]1[C:84]2[C:85](=[CH:86][CH:87]=[CH:88]1)[C:69](=[O:79])[C:68]1[CH:67]=[CH:66][C:65]5[C:64]([C:63]=1[C:62]=2[C:61]=4[CH:70]=[CH:71][CH:72]=3)=[CH:83][CH:82]=[CH:81][CH:80]=5, predict the reactants needed to synthesize it. The reactants are: S(=O)(=O)(O)O.COC(C1C=CC2C(=CC=CC=2)C=1C1C2C(C(C3C4C(=CC=CC=4)C=CC=3C(OC)=O)=C3C=1C=CC=C3)=CC=CC=2)=O.C(Cl)(Cl)Cl.[CH:52]1[C:57]2=[C:58]3[C:75](=[CH:76][CH:77]=[C:56]2[CH:55]=[CH:54][CH:53]=1)[C:74](=[O:78])[C:73]1[C:60]2[C:61]4[C:70](=[CH:71][CH:72]=1)[C:69](=[O:79])[C:68]1[C:63](=[C:64]5[CH:83]=[CH:82][CH:81]=[CH:80][C:65]5=[CH:66][CH:67]=1)[C:62]=4[C:84]1[CH:85]=[CH:86][CH:87]=[CH:88][C:89]=1[C:59]3=2. (3) Given the product [CH:1]1([CH2:7][CH2:8][CH2:9][C@@H:10]([C:19]2[O:23][N:22]=[C:21]([C:24]([N:26]([CH3:34])[CH2:27][C:28]3[CH:33]=[CH:32][CH:31]=[CH:30][N:29]=3)=[O:25])[N:20]=2)[CH2:11][C:12]([OH:14])=[O:13])[CH2:6][CH2:5][CH2:4][CH2:3][CH2:2]1, predict the reactants needed to synthesize it. The reactants are: [CH:1]1([CH2:7][CH2:8][CH2:9][C@@H:10]([C:19]2[O:23][N:22]=[C:21]([C:24]([N:26]([CH3:34])[CH2:27][C:28]3[CH:33]=[CH:32][CH:31]=[CH:30][N:29]=3)=[O:25])[N:20]=2)[CH2:11][C:12]([O:14]C(C)(C)C)=[O:13])[CH2:6][CH2:5][CH2:4][CH2:3][CH2:2]1.FC(F)(F)C(O)=O. (4) Given the product [F:8][C:9]([F:17])([F:18])[C:10]1[CH:11]=[C:12]([NH:13][C:1]([CH3:2])=[CH:4][C:5](=[O:7])[CH3:6])[CH:14]=[CH:15][CH:16]=1, predict the reactants needed to synthesize it. The reactants are: [C:1]([CH2:4][C:5](=[O:7])[CH3:6])(=O)[CH3:2].[F:8][C:9]([F:18])([F:17])[C:10]1[CH:11]=[C:12]([CH:14]=[CH:15][CH:16]=1)[NH2:13].C1(C)C=CC(S(O)(=O)=O)=CC=1. (5) Given the product [ClH:2].[Cl:2][C:3]1[CH:8]=[CH:7][C:6]2[C:16]3[CH2:15][NH:14][CH2:19][CH2:18][C:17]=3[NH:9][C:5]=2[C:4]=1[F:11], predict the reactants needed to synthesize it. The reactants are: Cl.[Cl:2][C:3]1[C:4]([F:11])=[C:5]([NH:9]N)[CH:6]=[CH:7][CH:8]=1.O.Cl.[NH:14]1[CH2:19][CH2:18][C:17](=O)[CH2:16][CH2:15]1.